Task: Binary Classification. Given a T-cell receptor sequence (or CDR3 region) and an epitope sequence, predict whether binding occurs between them.. Dataset: TCR-epitope binding with 47,182 pairs between 192 epitopes and 23,139 TCRs (1) The epitope is TSNQVAVLY. The TCR CDR3 sequence is CASLQGRTEAFF. Result: 0 (the TCR does not bind to the epitope). (2) The epitope is ALSKGVHFV. The TCR CDR3 sequence is CASSGDSEQFF. Result: 0 (the TCR does not bind to the epitope). (3) The epitope is SFHSLHLLF. The TCR CDR3 sequence is CASRPDRGHTQYF. Result: 1 (the TCR binds to the epitope). (4) The epitope is TLVPQEHYV. The TCR CDR3 sequence is CASSGGNTEAFF. Result: 1 (the TCR binds to the epitope). (5) The epitope is VLWAHGFEL. The TCR CDR3 sequence is CASSPASSGSWETQYF. Result: 0 (the TCR does not bind to the epitope). (6) The epitope is YLQPRTFLL. The TCR CDR3 sequence is CSVAGFLAVYNEQFF. Result: 1 (the TCR binds to the epitope). (7) The epitope is YLDAYNMMI. The TCR CDR3 sequence is CSASGIPVRGGFVDTQYF. Result: 1 (the TCR binds to the epitope). (8) The epitope is VVYRGTTTY. The TCR CDR3 sequence is CASSLPGLPTYEQYF. Result: 1 (the TCR binds to the epitope). (9) The epitope is MLNIPSINV. The TCR CDR3 sequence is CSVERDASSYNEQFF. Result: 0 (the TCR does not bind to the epitope). (10) The epitope is GTSGSPIIDK. The TCR CDR3 sequence is CASSQGLAGDEQFF. Result: 0 (the TCR does not bind to the epitope).